This data is from Catalyst prediction with 721,799 reactions and 888 catalyst types from USPTO. The task is: Predict which catalyst facilitates the given reaction. (1) Reactant: F[C:2]1[CH:10]=[N:9][CH:8]=[CH:7][C:3]=1[C:4]([OH:6])=[O:5].C[Si]([N-][Si](C)(C)C)(C)C.[Li+].[Cl:21][C:22]1[CH:28]=[C:27]([I:29])[CH:26]=[CH:25][C:23]=1[NH2:24]. Product: [Cl:21][C:22]1[CH:28]=[C:27]([I:29])[CH:26]=[CH:25][C:23]=1[NH:24][C:2]1[CH:10]=[N:9][CH:8]=[CH:7][C:3]=1[C:4]([OH:6])=[O:5]. The catalyst class is: 7. (2) Reactant: Cl[C:2]1[CH:3]=[CH:4][C:5]2[N:6]=[CH:7][N:8]=[C:9]([NH:12][CH:13]3[CH2:18][CH2:17][N:16]([C:19]([O:21][C:22]([CH3:25])([CH3:24])[CH3:23])=[O:20])[CH2:15][CH2:14]3)[C:10]=2[N:11]=1.[Cl:26][C:27]1[C:32]([NH:33][S:34]([C:37]2[CH:42]=[CH:41][C:40]([F:43])=[CH:39][C:38]=2[F:44])(=[O:36])=[O:35])=[CH:31][C:30](B2OC(C)(C)C(C)(C)O2)=[CH:29][N:28]=1.C(=O)(O)[O-].[Na+]. Product: [Cl:26][C:27]1[N:28]=[CH:29][C:30]([C:2]2[CH:3]=[CH:4][C:5]3[N:6]=[CH:7][N:8]=[C:9]([NH:12][CH:13]4[CH2:18][CH2:17][N:16]([C:19]([O:21][C:22]([CH3:24])([CH3:25])[CH3:23])=[O:20])[CH2:15][CH2:14]4)[C:10]=3[N:11]=2)=[CH:31][C:32]=1[NH:33][S:34]([C:37]1[CH:42]=[CH:41][C:40]([F:43])=[CH:39][C:38]=1[F:44])(=[O:36])=[O:35]. The catalyst class is: 12. (3) Reactant: [C:1]([O:5][C:6](=[O:15])[CH2:7][C:8]1[C:9]([CH3:14])=[N:10][NH:11][C:12]=1[CH3:13])([CH3:4])([CH3:3])[CH3:2].CC(=O)CC(=O)C.[Cl:23][C:24]1[CH:31]=[C:30]([N+:32]([O-:34])=[O:33])[CH:29]=[CH:28][C:25]=1[CH2:26]Br.C([O-])([O-])=O.[K+].[K+]. Product: [C:1]([O:5][C:6](=[O:15])[CH2:7][C:8]1[C:12]([CH3:13])=[N:11][N:10]([CH2:26][C:25]2[CH:28]=[CH:29][C:30]([N+:32]([O-:34])=[O:33])=[CH:31][C:24]=2[Cl:23])[C:9]=1[CH3:14])([CH3:4])([CH3:3])[CH3:2]. The catalyst class is: 10.